This data is from Forward reaction prediction with 1.9M reactions from USPTO patents (1976-2016). The task is: Predict the product of the given reaction. (1) Given the reactants [CH3:1][C:2]1[NH:3][C:4](=[O:23])[N:5]([C:16]2[CH:17]=[C:18]([CH3:22])[CH:19]=[CH:20][CH:21]=2)[C:6]=1[C:7]1[CH:8]=[CH:9][C:10]2[N:11]([N:13]=[CH:14][N:15]=2)[CH:12]=1.CN(C)C=O.CC(C)([O-])C.[K+].Cl[CH2:36][C:37]1[CH:46]=[CH:45][C:40]([C:41]([O:43][CH3:44])=[O:42])=[CH:39][CH:38]=1, predict the reaction product. The product is: [N:15]1[CH:14]=[N:13][N:11]2[CH:12]=[C:7]([C:6]3[N:5]([C:16]4[CH:17]=[C:18]([CH3:22])[CH:19]=[CH:20][CH:21]=4)[C:4](=[O:23])[N:3]([CH2:36][C:37]4[CH:46]=[CH:45][C:40]([C:41]([O:43][CH3:44])=[O:42])=[CH:39][CH:38]=4)[C:2]=3[CH3:1])[CH:8]=[CH:9][C:10]=12. (2) Given the reactants [NH2:1][C:2]1[CH:3]=[CH:4][C:5]([N:8]2[CH2:13][CH2:12][N:11]3[C:14]([C:17]([O:19]CC)=O)=[N:15][N:16]=[C:10]3[CH2:9]2)=[N:6][CH:7]=1.[CH:22]1([NH2:27])[CH2:26][CH2:25][CH2:24][CH2:23]1, predict the reaction product. The product is: [NH2:1][C:2]1[CH:3]=[CH:4][C:5]([N:8]2[CH2:13][CH2:12][N:11]3[C:14]([C:17]([NH:27][CH:22]4[CH2:26][CH2:25][CH2:24][CH2:23]4)=[O:19])=[N:15][N:16]=[C:10]3[CH2:9]2)=[N:6][CH:7]=1. (3) Given the reactants [N:1]1[C:10]2[C:5](=[CH:6][CH:7]=[CH:8][CH:9]=2)[CH:4]=[C:3]([CH:11]=O)[N:2]=1.[C:13]([O:17][C:18]([N:20]1[CH2:24][CH2:23][CH2:22][C@H:21]1[CH2:25][NH2:26])=[O:19])([CH3:16])([CH3:15])[CH3:14].C(O[BH-](OC(=O)C)OC(=O)C)(=O)C.[Na+].C(N(CC)CC)C.[CH3:48][O:49][C:50]1[C:55]2[O:56][C:57]([CH3:60])([CH3:59])[O:58][C:54]=2[CH:53]=[C:52]([C:61](Cl)=[O:62])[CH:51]=1, predict the reaction product. The product is: [C:13]([O:17][C:18]([N:20]1[CH2:24][CH2:23][CH2:22][C@H:21]1[CH2:25][N:26]([CH2:11][C:3]1[N:2]=[N:1][C:10]2[C:5]([CH:4]=1)=[CH:6][CH:7]=[CH:8][CH:9]=2)[C:61]([C:52]1[CH:51]=[C:50]([O:49][CH3:48])[C:55]2[O:56][C:57]([CH3:60])([CH3:59])[O:58][C:54]=2[CH:53]=1)=[O:62])=[O:19])([CH3:16])([CH3:15])[CH3:14]. (4) The product is: [CH3:34][C:15]1[CH:16]=[C:17]([C:19]2[N:23]=[C:22]([C:24]3[CH:29]=[C:28]([CH3:30])[N:27]=[C:26]([NH:31][CH3:32])[N:25]=3)[O:21][N:20]=2)[CH:18]=[C:3]([CH3:1])[C:4]=1[O:5][CH2:6][CH:7]([OH:14])[CH2:8][NH:9][C:10](=[O:13])[CH2:11][OH:12]. Given the reactants [CH2:1]([C:3]1[CH:18]=[C:17]([C:19]2[N:23]=[C:22]([C:24]3[CH:29]=[C:28]([CH3:30])[N:27]=[C:26]([NH:31][CH2:32]C)[N:25]=3)[O:21][N:20]=2)[CH:16]=[C:15]([CH3:34])[C:4]=1[O:5][CH2:6][C@@H:7]([OH:14])[CH2:8][NH:9][C:10](=[O:13])[CH2:11][OH:12])C.CC1N=C(NC)N=C(C(O)=O)C=1.OCC(NCC(O)COC1C(C)=CC(C(=N)NO)=CC=1C)=O, predict the reaction product. (5) The product is: [CH2:1]([O:8][CH2:9][C:10]1[CH:24]=[C:23]([OH:25])[CH:22]=[C:21]([OH:29])[C:11]=1[C:12]([NH:14][C:15]1[CH:20]=[CH:19][CH:18]=[CH:17][CH:16]=1)=[O:13])[C:2]1[CH:3]=[CH:4][CH:5]=[CH:6][CH:7]=1. Given the reactants [CH2:1]([O:8][CH2:9][C:10]1[CH:24]=[C:23]([O:25]COC)[CH:22]=[C:21]([O:29]COC)[C:11]=1[C:12]([NH:14][C:15]1[CH:20]=[CH:19][CH:18]=[CH:17][CH:16]=1)=[O:13])[C:2]1[CH:7]=[CH:6][CH:5]=[CH:4][CH:3]=1.Cl, predict the reaction product. (6) Given the reactants [CH3:1][O:2][C:3](=[O:31])[C:4]([NH:20][C:21]([O:23][CH2:24][C:25]1[CH:30]=[CH:29][CH:28]=[CH:27][CH:26]=1)=[O:22])=[CH:5][C:6]1[CH:7]=[N:8][C:9]([O:12][CH2:13][C:14]2[CH:19]=[CH:18][CH:17]=[CH:16][CH:15]=2)=[CH:10][CH:11]=1.CO, predict the reaction product. The product is: [CH3:1][O:2][C:3](=[O:31])[CH:4]([NH:20][C:21]([O:23][CH2:24][C:25]1[CH:30]=[CH:29][CH:28]=[CH:27][CH:26]=1)=[O:22])[CH2:5][C:6]1[CH:7]=[N:8][C:9]([O:12][CH2:13][C:14]2[CH:19]=[CH:18][CH:17]=[CH:16][CH:15]=2)=[CH:10][CH:11]=1.